From a dataset of NCI-60 drug combinations with 297,098 pairs across 59 cell lines. Regression. Given two drug SMILES strings and cell line genomic features, predict the synergy score measuring deviation from expected non-interaction effect. (1) Drug 1: C(CCl)NC(=O)N(CCCl)N=O. Drug 2: CC1C(C(CC(O1)OC2CC(CC3=C2C(=C4C(=C3O)C(=O)C5=C(C4=O)C(=CC=C5)OC)O)(C(=O)CO)O)N)O.Cl. Cell line: OVCAR3. Synergy scores: CSS=29.7, Synergy_ZIP=0.703, Synergy_Bliss=-0.132, Synergy_Loewe=-25.3, Synergy_HSA=-1.59. (2) Drug 1: C1=C(C(=O)NC(=O)N1)F. Drug 2: CCC1=C2CN3C(=CC4=C(C3=O)COC(=O)C4(CC)O)C2=NC5=C1C=C(C=C5)O. Cell line: SF-295. Synergy scores: CSS=48.4, Synergy_ZIP=-4.00, Synergy_Bliss=-5.22, Synergy_Loewe=-3.30, Synergy_HSA=-0.518. (3) Drug 1: CC1OCC2C(O1)C(C(C(O2)OC3C4COC(=O)C4C(C5=CC6=C(C=C35)OCO6)C7=CC(=C(C(=C7)OC)O)OC)O)O. Drug 2: CC1C(C(CC(O1)OC2CC(CC3=C2C(=C4C(=C3O)C(=O)C5=C(C4=O)C(=CC=C5)OC)O)(C(=O)C)O)N)O.Cl. Cell line: SK-OV-3. Synergy scores: CSS=29.8, Synergy_ZIP=5.64, Synergy_Bliss=10.8, Synergy_Loewe=11.8, Synergy_HSA=13.5. (4) Drug 1: C1=CC(=CC=C1C#N)C(C2=CC=C(C=C2)C#N)N3C=NC=N3. Drug 2: C1=NC2=C(N=C(N=C2N1C3C(C(C(O3)CO)O)O)F)N. Cell line: HCT116. Synergy scores: CSS=-14.6, Synergy_ZIP=-5.23, Synergy_Bliss=-12.4, Synergy_Loewe=-22.6, Synergy_HSA=-19.4. (5) Cell line: MDA-MB-435. Drug 1: CC(C)(C#N)C1=CC(=CC(=C1)CN2C=NC=N2)C(C)(C)C#N. Drug 2: C#CCC(CC1=CN=C2C(=N1)C(=NC(=N2)N)N)C3=CC=C(C=C3)C(=O)NC(CCC(=O)O)C(=O)O. Synergy scores: CSS=1.44, Synergy_ZIP=0.186, Synergy_Bliss=-0.0588, Synergy_Loewe=-1.54, Synergy_HSA=-0.462. (6) Drug 1: CC(C1=C(C=CC(=C1Cl)F)Cl)OC2=C(N=CC(=C2)C3=CN(N=C3)C4CCNCC4)N. Drug 2: CC1=C(C=C(C=C1)NC(=O)C2=CC=C(C=C2)CN3CCN(CC3)C)NC4=NC=CC(=N4)C5=CN=CC=C5. Cell line: SNB-19. Synergy scores: CSS=4.93, Synergy_ZIP=-0.0477, Synergy_Bliss=0.526, Synergy_Loewe=-5.31, Synergy_HSA=-2.07. (7) Drug 1: C1=CN(C(=O)N=C1N)C2C(C(C(O2)CO)O)O.Cl. Drug 2: C(=O)(N)NO. Cell line: SK-MEL-28. Synergy scores: CSS=38.6, Synergy_ZIP=1.21, Synergy_Bliss=0.435, Synergy_Loewe=-40.5, Synergy_HSA=-1.23. (8) Drug 1: C1=CC(=CC=C1CCCC(=O)O)N(CCCl)CCCl. Drug 2: CC1C(C(CC(O1)OC2CC(OC(C2O)C)OC3=CC4=CC5=C(C(=O)C(C(C5)C(C(=O)C(C(C)O)O)OC)OC6CC(C(C(O6)C)O)OC7CC(C(C(O7)C)O)OC8CC(C(C(O8)C)O)(C)O)C(=C4C(=C3C)O)O)O)O. Cell line: NCI-H226. Synergy scores: CSS=13.8, Synergy_ZIP=3.99, Synergy_Bliss=-0.0125, Synergy_Loewe=-6.29, Synergy_HSA=-1.93. (9) Drug 1: CC1=C(C=C(C=C1)NC(=O)C2=CC=C(C=C2)CN3CCN(CC3)C)NC4=NC=CC(=N4)C5=CN=CC=C5. Drug 2: C1CC(=O)NC(=O)C1N2C(=O)C3=CC=CC=C3C2=O. Cell line: NCIH23. Synergy scores: CSS=7.44, Synergy_ZIP=-3.85, Synergy_Bliss=0.513, Synergy_Loewe=-0.232, Synergy_HSA=1.73.